This data is from Reaction yield outcomes from USPTO patents with 853,638 reactions. The task is: Predict the reaction yield, written as a fraction of the theoretical maximum amount of product (1.0 means a 100% yield; for example, 0.34 means a 34% yield). The reactants are [OH-].[Li+].[CH2:3]1[CH:14]2[CH:6]([NH:7][C:8]3[C:9]([C:15]([NH:17][C@@H:18]([CH3:24])[C:19]([O:21]CC)=[O:20])=[O:16])=[CH:10][CH:11]=[CH:12][C:13]=32)[CH2:5][CH2:4]1. The catalyst is C1COCC1. The product is [CH2:3]1[CH:14]2[CH:6]([NH:7][C:8]3[C:9]([C:15]([NH:17][C@@H:18]([CH3:24])[C:19]([OH:21])=[O:20])=[O:16])=[CH:10][CH:11]=[CH:12][C:13]=32)[CH2:5][CH2:4]1. The yield is 1.00.